This data is from TCR-epitope binding with 47,182 pairs between 192 epitopes and 23,139 TCRs. The task is: Binary Classification. Given a T-cell receptor sequence (or CDR3 region) and an epitope sequence, predict whether binding occurs between them. Result: 1 (the TCR binds to the epitope). The epitope is LLFGYPVYV. The TCR CDR3 sequence is CASSQVLYNEQFF.